This data is from Forward reaction prediction with 1.9M reactions from USPTO patents (1976-2016). The task is: Predict the product of the given reaction. (1) Given the reactants [F:1][C:2]([F:13])([F:12])[C:3]1[CH:8]=[CH:7][C:6]([C:9](=[O:11])[CH3:10])=[CH:5][CH:4]=1.ClC1C=C(C2O[N:25]=[C:24]([C:27]([OH:29])=[O:28])C=2)C=CC=1F, predict the reaction product. The product is: [F:1][C:2]([F:12])([F:13])[C:3]1[CH:4]=[CH:5][C:6]([C:9]2[O:11][N:25]=[C:24]([C:27]([OH:29])=[O:28])[CH:10]=2)=[CH:7][CH:8]=1. (2) Given the reactants Br[C:2]1[CH:7]=[CH:6][C:5]([F:8])=[CH:4][C:3]=1[CH2:9][O:10]C(OCC)C.C([Li])CCC.[B:21](OC)(OC)[O:22]C.Cl, predict the reaction product. The product is: [F:8][C:5]1[CH:6]=[CH:7][C:2]2[B:21]([OH:22])[O:10][CH2:9][C:3]=2[CH:4]=1. (3) Given the reactants [Cl-].O[NH3+:3].[C:4](=[O:7])([O-])[OH:5].[Na+].CS(C)=O.[CH2:13]([C:17]1[N:18]=[C:19]([CH2:46][OH:47])[N:20]([CH2:39][C:40]2[CH:45]=[CH:44][CH:43]=[CH:42][N:41]=2)[C:21](=[O:38])[C:22]=1[CH2:23][C:24]1[CH:29]=[CH:28][C:27]([C:30]2[C:31]([C:36]#[N:37])=[CH:32][CH:33]=[CH:34][CH:35]=2)=[CH:26][CH:25]=1)[CH2:14][CH2:15][CH3:16], predict the reaction product. The product is: [CH2:13]([C:17]1[N:18]=[C:19]([CH2:46][OH:47])[N:20]([CH2:39][C:40]2[CH:45]=[CH:44][CH:43]=[CH:42][N:41]=2)[C:21](=[O:38])[C:22]=1[CH2:23][C:24]1[CH:25]=[CH:26][C:27]([C:30]2[CH:35]=[CH:34][CH:33]=[CH:32][C:31]=2[C:36]2[NH:3][C:4](=[O:7])[O:5][N:37]=2)=[CH:28][CH:29]=1)[CH2:14][CH2:15][CH3:16]. (4) Given the reactants FC(F)(F)C(OC(=O)C(F)(F)F)=O.[OH:14][C:15]1[C:23]([OH:24])=[CH:22][CH:21]=[CH:20][C:16]=1[C:17]([OH:19])=[O:18].[CH3:25][C:26]([CH3:28])=O, predict the reaction product. The product is: [OH:24][C:23]1[C:15]2[O:14][C:26]([CH3:28])([CH3:25])[O:18][C:17](=[O:19])[C:16]=2[CH:20]=[CH:21][CH:22]=1. (5) Given the reactants S(=O)(=O)(O)O.[CH:6]1([C:9]2[N:14]=[C:13]([CH3:15])[C:12]([OH:16])=[C:11]([CH2:17][OH:18])[C:10]=2[CH2:19][OH:20])[CH2:8][CH2:7]1.[OH-].[Na+].[CH3:23][C:24]([CH3:26])=O, predict the reaction product. The product is: [CH:6]1([C:9]2[C:10]([CH2:19][OH:20])=[C:11]3[CH2:17][O:18][C:24]([CH3:26])([CH3:23])[O:16][C:12]3=[C:13]([CH3:15])[N:14]=2)[CH2:7][CH2:8]1.